This data is from Forward reaction prediction with 1.9M reactions from USPTO patents (1976-2016). The task is: Predict the product of the given reaction. Given the reactants [F:1][C:2]1[CH:3]=[C:4]2[C:9](=[CH:10][CH:11]=1)[C:8](=O)[NH:7][CH:6]=[CH:5]2.O=P(Cl)(Cl)[Cl:15].Cl.C([O-])(O)=O.[Na+], predict the reaction product. The product is: [Cl:15][C:8]1[C:9]2[C:4](=[CH:3][C:2]([F:1])=[CH:11][CH:10]=2)[CH:5]=[CH:6][N:7]=1.